This data is from Full USPTO retrosynthesis dataset with 1.9M reactions from patents (1976-2016). The task is: Predict the reactants needed to synthesize the given product. The reactants are: [CH3:1][O:2][NH:3][C:4]([C:6]1[C:7](=[O:29])[C:8]2[CH:13]=[N:12][C:11](S(C)(=O)=O)=[N:10][C:9]=2[N:18]([C:20]2[CH:21]=[C:22]3[C:26](=[CH:27][CH:28]=2)[CH2:25][CH2:24][CH2:23]3)[CH:19]=1)=[O:5].[NH2:30][C:31]1[CH:32]=[C:33]([CH:45]=[CH:46][CH:47]=1)[C:34]([NH:36][CH2:37][CH:38]1[CH2:42][CH2:41][CH2:40][N:39]1[CH2:43][CH3:44])=[O:35]. Given the product [CH3:1][O:2][NH:3][C:4]([C:6]1[C:7](=[O:29])[C:8]2[CH:13]=[N:12][C:11]([NH:30][C:31]3[CH:47]=[CH:46][CH:45]=[C:33]([C:34](=[O:35])[NH:36][CH2:37][CH:38]4[CH2:42][CH2:41][CH2:40][N:39]4[CH2:43][CH3:44])[CH:32]=3)=[N:10][C:9]=2[N:18]([C:20]2[CH:21]=[C:22]3[C:26](=[CH:27][CH:28]=2)[CH2:25][CH2:24][CH2:23]3)[CH:19]=1)=[O:5], predict the reactants needed to synthesize it.